Predict which catalyst facilitates the given reaction. From a dataset of Catalyst prediction with 721,799 reactions and 888 catalyst types from USPTO. Reactant: [C:1](Cl)(=[O:3])[CH3:2].[O:5]1[CH2:9][CH2:8][O:7][CH:6]1[C:10]1[CH:11]=[C:12]([NH2:16])[CH:13]=[CH:14][CH:15]=1.N1C=CC=CC=1. Product: [O:5]1[CH2:9][CH2:8][O:7][CH:6]1[C:10]1[CH:11]=[C:12]([NH:16][C:1](=[O:3])[CH3:2])[CH:13]=[CH:14][CH:15]=1. The catalyst class is: 2.